From a dataset of Reaction yield outcomes from USPTO patents with 853,638 reactions. Predict the reaction yield, written as a fraction of the theoretical maximum amount of product (1.0 means a 100% yield; for example, 0.34 means a 34% yield). (1) The yield is 0.400. The reactants are [NH2:1][C:2]1[CH:23]=[CH:22][C:5]([O:6][C:7]2[CH:12]=[CH:11][N:10]=[C:9]([NH2:13])[C:8]=2[C:14]#[C:15][C:16]2[CH:21]=[CH:20][CH:19]=[CH:18][N:17]=2)=[C:4]([F:24])[CH:3]=1.[F:25][C:26]1[CH:31]=[CH:30][C:29]([CH2:32][C:33]([N:35]=[C:36]=[O:37])=[O:34])=[CH:28][CH:27]=1.COC1C=CC(CNC2N=CN=C(OC3C=CC(NC(NC(=O)CC4C=CC(F)=CC=4)=O)=CC=3F)C=2)=CC=1.C(O)(C(F)(F)F)=O.[ClH:83]. The product is [ClH:83].[ClH:83].[NH2:13][C:9]1[C:8]([C:14]#[C:15][C:16]2[CH:21]=[CH:20][CH:19]=[CH:18][N:17]=2)=[C:7]([O:6][C:5]2[CH:22]=[CH:23][C:2]([NH:1][C:36]([NH:35][C:33](=[O:34])[CH2:32][C:29]3[CH:30]=[CH:31][C:26]([F:25])=[CH:27][CH:28]=3)=[O:37])=[CH:3][C:4]=2[F:24])[CH:12]=[CH:11][N:10]=1. No catalyst specified. (2) The reactants are [ClH:1].[N:2]1([C:7]([NH2:9])=[NH:8])[CH:6]=[CH:5]C=N1.NCC[NH:13][C:14]([O:16][C:17]([CH3:20])([CH3:19])[CH3:18])=[O:15]. The catalyst is CC#N. The product is [ClH:1].[C:7]([NH:2][CH2:6][CH2:5][NH:13][C:14]([O:16][C:17]([CH3:20])([CH3:19])[CH3:18])=[O:15])(=[NH:8])[NH2:9]. The yield is 1.00. (3) The yield is 0.952. The catalyst is C1(C)C=CC=CC=1. The reactants are [C:1]1([CH:7]2[C:15]3[C:10](=[CH:11][CH:12]=[CH:13][CH:14]=3)[CH:9]=[CH:8]2)[CH:6]=[CH:5][CH:4]=[CH:3][CH:2]=1.C=O.[C:18]1([CH3:28])[CH:23]=[CH:22][C:21](S(O)(=O)=O)=[CH:20][CH:19]=1. The product is [C:1]1([C:7]2[C:15]3[C:10](=[CH:11][CH:12]=[CH:13][CH:14]=3)[CH2:9][C:8]=2[CH2:9][C:8]2[CH2:28][C:18]3[C:23]([C:7]=2[C:1]2[CH:6]=[CH:5][CH:4]=[CH:3][CH:2]=2)=[CH:22][CH:21]=[CH:20][CH:19]=3)[CH:2]=[CH:3][CH:4]=[CH:5][CH:6]=1. (4) The reactants are [NH2:1][C:2]1[N:7]=[CH:6][C:5]([CH:8]2[CH2:11][N:10]([C:12]([O:14][C:15]([CH3:18])([CH3:17])[CH3:16])=[O:13])[CH2:9]2)=[CH:4][CH:3]=1.Br[C:20]1[C:21](=[O:28])[N:22]([CH3:27])[CH:23]=[C:24]([Br:26])[CH:25]=1.C(=O)([O-])[O-].[Cs+].[Cs+].CC1(C)C2C(=C(P(C3C=CC=CC=3)C3C=CC=CC=3)C=CC=2)OC2C(P(C3C=CC=CC=3)C3C=CC=CC=3)=CC=CC1=2. The catalyst is C1C=CC(/C=C/C(/C=C/C2C=CC=CC=2)=O)=CC=1.C1C=CC(/C=C/C(/C=C/C2C=CC=CC=2)=O)=CC=1.C1C=CC(/C=C/C(/C=C/C2C=CC=CC=2)=O)=CC=1.[Pd].[Pd].O1CCOCC1. The product is [Br:26][C:24]1[CH:25]=[C:20]([NH:1][C:2]2[N:7]=[CH:6][C:5]([CH:8]3[CH2:9][N:10]([C:12]([O:14][C:15]([CH3:18])([CH3:17])[CH3:16])=[O:13])[CH2:11]3)=[CH:4][CH:3]=2)[C:21](=[O:28])[N:22]([CH3:27])[CH:23]=1. The yield is 0.980. (5) The reactants are [CH2:1]([O:3][C:4]([C:6]1[N:7]=[C:8]([C:19]2[S:20][C:21](Br)=[CH:22][CH:23]=2)[N:9]([C:11]2[C:16]([Cl:17])=[CH:15][CH:14]=[CH:13][C:12]=2[Cl:18])[CH:10]=1)=[O:5])[CH3:2].[CH3:25][S:26]([C:29]1[CH:30]=[C:31](B(O)O)[CH:32]=[CH:33][CH:34]=1)(=[O:28])=[O:27].C([O-])([O-])=O.[K+].[K+].O. The catalyst is COCCOC. The product is [CH2:1]([O:3][C:4]([C:6]1[N:7]=[C:8]([C:19]2[S:20][C:21]([C:33]3[CH:32]=[CH:31][CH:30]=[C:29]([S:26]([CH3:25])(=[O:28])=[O:27])[CH:34]=3)=[CH:22][CH:23]=2)[N:9]([C:11]2[C:16]([Cl:17])=[CH:15][CH:14]=[CH:13][C:12]=2[Cl:18])[CH:10]=1)=[O:5])[CH3:2]. The yield is 0.800. (6) The catalyst is CN(C=O)C. The reactants are O[CH2:2][C:3]([C:5]1[CH:10]=[CH:9][CH:8]=[CH:7][CH:6]=1)=[O:4].Br[CH2:12][C:13]1[CH:18]=[CH:17][C:16]([B:19]2[O:27][C:24]([CH3:26])([CH3:25])[C:21]([CH3:23])([CH3:22])[O:20]2)=[CH:15][CH:14]=1.C(=O)([O-])[O-:29].[K+].[K+]. The product is [CH3:22][C:21]1([CH3:23])[C:24]([CH3:26])([CH3:25])[O:27][B:19]([C:16]2[CH:17]=[CH:18][C:13]([CH2:12][O:29][C:10]3[CH:9]=[CH:8][CH:7]=[CH:6][C:5]=3[C:3](=[O:4])[CH3:2])=[CH:14][CH:15]=2)[O:20]1. The yield is 0.640. (7) The reactants are FC(F)(F)S(OS(C(F)(F)F)(=O)=O)(=O)=O.C1(P(=O)(C2C=CC=CC=2)C2C=CC=CC=2)C=CC=CC=1.[CH:36]1([C:39]2[C:40]([O:55][CH:56]3[CH2:61][CH2:60][O:59][CH2:58][CH2:57]3)=[CH:41][C:42]([C:45]([NH:47][NH:48][C:49](=O)[C:50]([CH3:53])([CH3:52])[CH3:51])=[O:46])=[N:43][CH:44]=2)[CH2:38][CH2:37]1.C([O-])(O)=O.[Na+]. The catalyst is C(Cl)Cl.C1(C)C=CC=CC=1. The product is [C:50]([C:49]1[O:46][C:45]([C:42]2[CH:41]=[C:40]([O:55][CH:56]3[CH2:57][CH2:58][O:59][CH2:60][CH2:61]3)[C:39]([CH:36]3[CH2:37][CH2:38]3)=[CH:44][N:43]=2)=[N:47][N:48]=1)([CH3:53])([CH3:51])[CH3:52]. The yield is 0.420. (8) The reactants are [Cl:1][C:2]1[CH:10]=[C:9]2[C:5]([C:6]([C:11]3[N:12]=[C:13]4[C:19]([C:20]([NH:22][CH:23]([CH3:25])[CH3:24])=[O:21])=[CH:18][N:17]([CH2:26][O:27][CH2:28][CH2:29][Si:30]([CH3:33])([CH3:32])[CH3:31])[C:14]4=[N:15][CH:16]=3)=[N:7][NH:8]2)=[CH:4][CH:3]=1.[H-].[Na+].[CH:36]1([CH2:39]Br)[CH2:38][CH2:37]1. The catalyst is CN(C=O)C.O. The product is [Cl:1][C:2]1[CH:10]=[C:9]2[C:5]([C:6]([C:11]3[N:12]=[C:13]4[C:19]([C:20]([NH:22][CH:23]([CH3:25])[CH3:24])=[O:21])=[CH:18][N:17]([CH2:26][O:27][CH2:28][CH2:29][Si:30]([CH3:31])([CH3:33])[CH3:32])[C:14]4=[N:15][CH:16]=3)=[N:7][N:8]2[CH2:39][CH:36]2[CH2:38][CH2:37]2)=[CH:4][CH:3]=1. The yield is 0.742. (9) The reactants are I[C:2]1[C:10]2[C:5](=[CH:6][CH:7]=[CH:8][CH:9]=2)[NH:4][N:3]=1.[NH:11]1[C:19]2[C:14](=[CH:15][CH:16]=[CH:17][CH:18]=2)[C:13]2([CH2:21][CH2:20]2)[C:12]1=[O:22].CC1(C)C(C)(C)OB(/[CH:31]=[CH:32]/[C:33]2[CH:34]=[N:35][CH:36]=[CH:37][CH:38]=2)O1.C(OCC)(=O)C. The catalyst is CN(C=O)C.O.C1C=CC([P]([Pd]([P](C2C=CC=CC=2)(C2C=CC=CC=2)C2C=CC=CC=2)([P](C2C=CC=CC=2)(C2C=CC=CC=2)C2C=CC=CC=2)[P](C2C=CC=CC=2)(C2C=CC=CC=2)C2C=CC=CC=2)(C2C=CC=CC=2)C2C=CC=CC=2)=CC=1. The product is [N:35]1[CH:36]=[CH:37][CH:38]=[C:33](/[CH:32]=[CH:31]/[C:2]2[C:10]3[C:5](=[CH:6][C:7]([C@H:20]4[C@@:13]5([C:14]6[C:19](=[CH:18][CH:17]=[CH:16][CH:15]=6)[NH:11][C:12]5=[O:22])[CH2:21]4)=[CH:8][CH:9]=3)[NH:4][N:3]=2)[CH:34]=1. The yield is 0.440.